This data is from Full USPTO retrosynthesis dataset with 1.9M reactions from patents (1976-2016). The task is: Predict the reactants needed to synthesize the given product. (1) The reactants are: [CH3:1][N:2]([CH:10]1[CH2:15][CH2:14][N:13]([CH3:16])[CH2:12][CH2:11]1)[C:3]1[CH:8]=[CH:7][CH:6]=[C:5]([NH2:9])[N:4]=1.[F:17][C:18]([F:30])([F:29])[O:19][C:20]1[CH:28]=[CH:27][CH:26]=[CH:25][C:21]=1[C:22]([Cl:24])=[O:23]. Given the product [ClH:24].[CH3:1][N:2]([CH:10]1[CH2:15][CH2:14][N:13]([CH3:16])[CH2:12][CH2:11]1)[C:3]1[N:4]=[C:5]([NH:9][C:22](=[O:23])[C:21]2[CH:25]=[CH:26][CH:27]=[CH:28][C:20]=2[O:19][C:18]([F:17])([F:29])[F:30])[CH:6]=[CH:7][CH:8]=1, predict the reactants needed to synthesize it. (2) The reactants are: [CH:1]1([NH:6][C:7]([C:9]2[CH:10]=[C:11]([C@@H:15]3[CH2:17][C@H:16]3[NH:18]C(=O)OC(C)(C)C)[CH:12]=[CH:13][CH:14]=2)=[O:8])[CH2:5][CH2:4][CH2:3][CH2:2]1.[ClH:26].C(OCC)(=O)C. Given the product [ClH:26].[NH2:18][C@@H:16]1[CH2:17][C@H:15]1[C:11]1[CH:10]=[C:9]([CH:14]=[CH:13][CH:12]=1)[C:7]([NH:6][CH:1]1[CH2:5][CH2:4][CH2:3][CH2:2]1)=[O:8], predict the reactants needed to synthesize it.